Dataset: Full USPTO retrosynthesis dataset with 1.9M reactions from patents (1976-2016). Task: Predict the reactants needed to synthesize the given product. Given the product [C:6]([C:5]1[CH:8]=[CH:9][C:10]([CH:11]2[C:12]([C:16]3[S:17][CH:18]=[C:19]([CH3:21])[N:20]=3)=[C:13]([CH3:14])[NH:22][C:23]([C:27]([F:30])([F:29])[F:28])=[C:24]2[C:25]#[N:26])=[C:3]([O:2][CH3:1])[CH:4]=1)#[N:7], predict the reactants needed to synthesize it. The reactants are: [CH3:1][O:2][C:3]1[CH:4]=[C:5]([CH:8]=[CH:9][C:10]=1[CH:11]=[C:12]([C:16]1[S:17][CH:18]=[C:19]([CH3:21])[N:20]=1)[C:13](=O)[CH3:14])[C:6]#[N:7].[NH2:22][C:23]([C:27]([F:30])([F:29])[F:28])=[CH:24][C:25]#[N:26].CC(C)([O-])C.[K+].